From a dataset of Full USPTO retrosynthesis dataset with 1.9M reactions from patents (1976-2016). Predict the reactants needed to synthesize the given product. Given the product [Br:1][CH2:2][CH2:3][CH2:4][O:5][CH2:11][C:10]1[CH:13]=[CH:14][CH:15]=[CH:16][C:9]=1[F:8], predict the reactants needed to synthesize it. The reactants are: [Br:1][CH2:2][CH2:3][CH2:4][OH:5].[H-].[Na+].[F:8][C:9]1[CH:16]=[CH:15][CH:14]=[CH:13][C:10]=1[CH2:11]Br.